This data is from Forward reaction prediction with 1.9M reactions from USPTO patents (1976-2016). The task is: Predict the product of the given reaction. (1) Given the reactants [C:1](OC(OC(OC(C)(C)C)=O)=O)(C)(C)C.C[NH:17][C@H:18]([C:27]([OH:29])=[O:28])[CH2:19][C:20]1[CH:25]=[CH:24][C:23](O)=[CH:22][CH:21]=1.N1C=CC=CC=1.FC(F)(F)S(OS(C(F)(F)F)(=O)=O)(=O)=O.[ClH:51].[C:52]([C:54]1[CH:59]=[C:58]([O:60][CH3:61])[C:57](B(O)O)=[C:56]([O:65][CH3:66])[CH:55]=1)#[N:53], predict the reaction product. The product is: [ClH:51].[CH3:1][O:29][C:27](=[O:28])[C@@H:18]([NH2:17])[CH2:19][C:20]1[CH:25]=[CH:24][C:23]([C:57]2[C:58]([O:60][CH3:61])=[CH:59][C:54]([C:52]#[N:53])=[CH:55][C:56]=2[O:65][CH3:66])=[CH:22][CH:21]=1. (2) Given the reactants [NH2:1][C:2]1[N:3]=[C:4]([NH:11][CH:12]2[CH2:17][CH2:16][CH2:15][N:14](C(OC(C)(C)C)=O)[CH2:13]2)[S:5][C:6]=1[C:7]([O:9][CH3:10])=[O:8].[ClH:25], predict the reaction product. The product is: [ClH:25].[ClH:25].[NH2:1][C:2]1[N:3]=[C:4]([NH:11][CH:12]2[CH2:17][CH2:16][CH2:15][NH:14][CH2:13]2)[S:5][C:6]=1[C:7]([O:9][CH3:10])=[O:8]. (3) Given the reactants [Cl:1][C:2]1[CH:7]=[C:6](B2OC(C)(C)C(C)(C)O2)[CH:5]=[CH:4][C:3]=1[C:17]1[C:28](=[O:29])[N:27]([CH2:30][C@H:31]2[O:36][CH2:35][CH2:34][N:33]([C:37]([O:39][C:40]([CH3:43])([CH3:42])[CH3:41])=[O:38])[CH2:32]2)[C:20]2[N:21]=[C:22]([S:25][CH3:26])[N:23]=[CH:24][C:19]=2[CH:18]=1.Br[C:45]1[CH:50]=[CH:49][CH:48]=[C:47]([CH2:51][OH:52])[N:46]=1, predict the reaction product. The product is: [Cl:1][C:2]1[CH:7]=[C:6]([C:45]2[CH:50]=[CH:49][CH:48]=[C:47]([CH2:51][OH:52])[N:46]=2)[CH:5]=[CH:4][C:3]=1[C:17]1[C:28](=[O:29])[N:27]([CH2:30][C@H:31]2[O:36][CH2:35][CH2:34][N:33]([C:37]([O:39][C:40]([CH3:41])([CH3:42])[CH3:43])=[O:38])[CH2:32]2)[C:20]2[N:21]=[C:22]([S:25][CH3:26])[N:23]=[CH:24][C:19]=2[CH:18]=1. (4) Given the reactants [NH2:1][C:2]1[CH:3]=[CH:4][C:5]([F:19])=[C:6]([C@:8]2([CH3:18])[C:14]([F:16])([F:15])[CH2:13][O:12][CH2:11][C:10]([NH2:17])=[N:9]2)[CH:7]=1.[F:20][CH2:21][O:22][C:23]1[N:24]=[CH:25][C:26]([C:29]([OH:31])=[O:30])=[N:27][CH:28]=1, predict the reaction product. The product is: [CH:29]([OH:31])=[O:30].[NH2:17][C:10]1[CH2:11][O:12][CH2:13][C:14]([F:15])([F:16])[C@:8]([C:6]2[CH:7]=[C:2]([NH:1][C:29]([C:26]3[CH:25]=[N:24][C:23]([O:22][CH2:21][F:20])=[CH:28][N:27]=3)=[O:30])[CH:3]=[CH:4][C:5]=2[F:19])([CH3:18])[N:9]=1. (5) Given the reactants P(Cl)(Cl)([Cl:3])=O.CN(C)[CH:8]=[O:9].[N:11]1[CH:16]=[CH:15][CH:14]=[C:13]([N:17]2[C:25]3[C:20](=[CH:21][CH:22]=[CH:23][CH:24]=3)[CH2:19][C:18]2=O)[CH:12]=1.[OH-].[NH4+], predict the reaction product. The product is: [Cl:3][CH:18]1[CH:19]([CH:8]=[O:9])[C:20]2[C:25](=[CH:24][CH:23]=[CH:22][CH:21]=2)[N:17]1[C:13]1[CH:12]=[N:11][CH:16]=[CH:15][CH:14]=1. (6) Given the reactants Cl[C:2]1[C:11]2[C:6](=[CH:7][C:8]([O:12][CH3:13])=[CH:9][CH:10]=2)[CH:5]=[C:4]([NH:14][C:15]2[CH:19]=[C:18]([CH3:20])[NH:17][N:16]=2)[N:3]=1.[F:21][C:22]([F:33])([F:32])[C:23]1[CH:24]=[C:25](B(O)O)[CH:26]=[CH:27][CH:28]=1, predict the reaction product. The product is: [F:21][C:22]([F:33])([F:32])[C:23]1[CH:28]=[C:27]([C:2]2[C:11]3[C:6](=[CH:7][C:8]([O:12][CH3:13])=[CH:9][CH:10]=3)[CH:5]=[C:4]([NH:14][C:15]3[CH:19]=[C:18]([CH3:20])[NH:17][N:16]=3)[N:3]=2)[CH:26]=[CH:25][CH:24]=1. (7) The product is: [Br:1][C:2]1[C:3]([OH:12])=[C:4]([N+:13]([O-:15])=[O:14])[C:5]([N+:9]([O-:11])=[O:10])=[C:6]([F:8])[CH:7]=1. Given the reactants [Br:1][C:2]1[CH:7]=[C:6]([F:8])[C:5]([N+:9]([O-:11])=[O:10])=[CH:4][C:3]=1[OH:12].[N+:13]([O-])([OH:15])=[O:14], predict the reaction product. (8) Given the reactants I[CH2:2][CH2:3][CH2:4][CH2:5][CH2:6][O:7][C:8]1[C:23]([O:24][CH3:25])=[CH:22][C:11]2[C:12](=[O:21])[N:13]3[CH2:20][CH2:19][CH2:18][C@H:14]3[C:15](=[O:17])[NH:16][C:10]=2[CH:9]=1.C1C2C(COC([NH:43][C@@H:44]([CH:92]([CH3:94])[CH3:93])[C:45]([NH:47][C@@H:48]([CH3:91])[C:49]([NH:51][C:52]3[CH:57]=[CH:56][C:55]([C:58]4[CH2:59][CH:60]5[C@H:66]([O:67][Si:68]([C:71]([CH3:74])([CH3:73])[CH3:72])([CH3:70])[CH3:69])[N:65]([C:75]([O:77][C:78]([CH3:81])([CH3:80])[CH3:79])=[O:76])[C:64]6[CH:82]=[C:83]([OH:88])[C:84]([O:86][CH3:87])=[CH:85][C:63]=6[C:62](=[O:89])[N:61]5[CH:90]=4)=[CH:54][CH:53]=3)=[O:50])=[O:46])=O)C3C(=CC=CC=3)C=2C=CC=1.C([O-])([O-])=O.[K+].[K+], predict the reaction product. The product is: [NH2:43][C@@H:44]([CH:92]([CH3:94])[CH3:93])[C:45]([NH:47][C@@H:48]([CH3:91])[C:49]([NH:51][C:52]1[CH:57]=[CH:56][C:55]([C:58]2[CH2:59][C@@H:60]3[N:61]([CH:90]=2)[C:62](=[O:89])[C:63]2[CH:85]=[C:84]([O:86][CH3:87])[C:83]([O:88][CH2:2][CH2:3][CH2:4][CH2:5][CH2:6][O:7][C:8]4[C:23]([O:24][CH3:25])=[CH:22][C:11]5[C:12](=[O:21])[N:13]6[CH2:20][CH2:19][CH2:18][C@H:14]6[C:15](=[O:17])[NH:16][C:10]=5[CH:9]=4)=[CH:82][C:64]=2[N:65]([C:75]([O:77][C:78]([CH3:81])([CH3:80])[CH3:79])=[O:76])[C@H:66]3[O:67][Si:68]([C:71]([CH3:74])([CH3:73])[CH3:72])([CH3:70])[CH3:69])=[CH:54][CH:53]=1)=[O:50])=[O:46]. (9) Given the reactants [N:1]1([CH2:6][C@@H:7]2[C@H:10]([NH:11][C:12](=[O:39])/[C:13](=[N:27]\[O:28][C:29]([CH3:38])([CH3:37])[C:30]([O:32]C(C)(C)C)=[O:31])/[C:14]3[N:18]=[C:17]([NH:19]C(OC(C)(C)C)=O)[S:16][N:15]=3)[C:9](=[O:40])[N:8]2[S:41]([OH:44])(=[O:43])=[O:42])[CH:5]=[N:4][CH:3]=[N:2]1.C(O)(C(F)(F)F)=O, predict the reaction product. The product is: [N:1]1([CH2:6][C@@H:7]2[C@H:10]([NH:11][C:12](=[O:39])/[C:13](=[N:27]\[O:28][C:29]([CH3:38])([CH3:37])[C:30]([OH:32])=[O:31])/[C:14]3[N:18]=[C:17]([NH2:19])[S:16][N:15]=3)[C:9](=[O:40])[N:8]2[S:41]([OH:44])(=[O:42])=[O:43])[CH:5]=[N:4][CH:3]=[N:2]1. (10) Given the reactants [OH:1][CH2:2][C@@H:3]1[CH2:5][C@H:4]1[C:6]#[C:7][C:8]#[C:9][C:10]1[CH:15]=[CH:14][C:13]([CH2:16][CH2:17][C:18]([CH3:27])([S:23]([CH3:26])(=[O:25])=[O:24])[C:19](OC)=[O:20])=[CH:12][CH:11]=1.[NH2:28][OH:29].CC(O)=O, predict the reaction product. The product is: [OH:29][NH:28][C:19](=[O:20])[C:18]([CH3:27])([S:23]([CH3:26])(=[O:25])=[O:24])[CH2:17][CH2:16][C:13]1[CH:14]=[CH:15][C:10]([C:9]#[C:8][C:7]#[C:6][C@@H:4]2[CH2:5][C@H:3]2[CH2:2][OH:1])=[CH:11][CH:12]=1.